Dataset: TCR-epitope binding with 47,182 pairs between 192 epitopes and 23,139 TCRs. Task: Binary Classification. Given a T-cell receptor sequence (or CDR3 region) and an epitope sequence, predict whether binding occurs between them. (1) The epitope is EHPTFTSQYRIQGKL. The TCR CDR3 sequence is CASSQGLSYEQYF. Result: 0 (the TCR does not bind to the epitope). (2) Result: 0 (the TCR does not bind to the epitope). The TCR CDR3 sequence is CAIASAGYNEQFF. The epitope is TPRVTGGGAM. (3) The epitope is HTTDPSFLGRY. The TCR CDR3 sequence is CASSFSGSYEQYF. Result: 1 (the TCR binds to the epitope).